From a dataset of Forward reaction prediction with 1.9M reactions from USPTO patents (1976-2016). Predict the product of the given reaction. (1) Given the reactants [NH2:1][C@H:2]1[CH2:7][CH2:6][C@H:5]([CH2:8][NH:9][C:10]2[CH:15]=[CH:14][C:13]([S:16]([NH2:19])(=[O:18])=[O:17])=[CH:12][C:11]=2[N+:20]([O-:22])=[O:21])[CH2:4][CH2:3]1.C(N(C(C)C)CC)(C)C.Br[CH2:33][CH2:34][O:35][CH2:36][CH2:37]Br, predict the reaction product. The product is: [O:35]1[CH2:36][CH2:37][N:1]([C@H:2]2[CH2:3][CH2:4][C@H:5]([CH2:8][NH:9][C:10]3[CH:15]=[CH:14][C:13]([S:16]([NH2:19])(=[O:18])=[O:17])=[CH:12][C:11]=3[N+:20]([O-:22])=[O:21])[CH2:6][CH2:7]2)[CH2:33][CH2:34]1. (2) The product is: [CH:9]1[CH:8]=[CH:7][CH:6]=[C:5]2[N:4]=[C:3]3[CH:1]=[C:2]4[C:3](=[N:4][C:5]5[C:10]4=[CH:9][CH:8]=[CH:7][CH:6]=5)[CH:1]=[C:2]3[C:10]=12. Given the reactants [CH2:1](C1C2C(=CC=CC=2)NC=1)[C:2]1[C:10]2[C:5](=[CH:6][CH:7]=[CH:8][CH:9]=2)[NH:4][CH:3]=1.S(=O)(=O)(O)O, predict the reaction product. (3) Given the reactants [CH:1]1[C:10]2[C:5](=[CH:6][CH:7]=[CH:8][CH:9]=2)[CH:4]=[C:3]([NH2:11])[C:2]=1[NH2:12].O[CH2:14][CH:15]([CH2:17]O)O.Cl[C:20]1[C:25](=O)C(Cl)=C(Cl)C(=O)[C:21]=1Cl, predict the reaction product. The product is: [N:12]1[C:2]2[C:3]3[C:4](=[CH:21][CH:20]=[CH:25][N:11]=3)[C:5]3[CH:6]=[CH:7][CH:8]=[CH:9][C:10]=3[C:1]=2[CH:17]=[CH:15][CH:14]=1. (4) The product is: [CH3:14][O:15][C:16]1[CH:17]=[C:18]([CH:49]=[C:50]([O:52][CH3:53])[CH:51]=1)[C:19]([N:21]1[CH2:27][CH2:26][CH2:25][N:24]([C:28]2[N:33]=[C:32]([C:34]3[CH:35]=[C:36]([CH:45]=[CH:46][C:47]=3[F:48])[CH:37]=[C:38]3[S:42][C:41](=[O:43])[NH:40][C:39]3=[O:44])[CH:31]=[N:30][CH:29]=2)[CH2:23][CH2:22]1)=[O:20]. Given the reactants COC1C=C(C=C(OC)C=1)C(Cl)=O.[CH3:14][O:15][C:16]1[CH:17]=[C:18]([CH:49]=[C:50]([O:52][CH3:53])[CH:51]=1)[C:19]([N:21]1[CH2:27][CH2:26][CH2:25][N:24]([C:28]2[N:33]=[C:32]([C:34]3[CH:35]=[C:36]([CH:45]=[CH:46][C:47]=3[F:48])/[CH:37]=[C:38]3/[C:39](=[O:44])[NH:40][C:41](=[O:43])[S:42]/3)[CH:31]=[N:30][CH:29]=2)[CH2:23][CH2:22]1)=[O:20], predict the reaction product.